This data is from Peptide-MHC class I binding affinity with 185,985 pairs from IEDB/IMGT. The task is: Regression. Given a peptide amino acid sequence and an MHC pseudo amino acid sequence, predict their binding affinity value. This is MHC class I binding data. (1) The peptide sequence is YKEPNSIIL. The MHC is HLA-A26:02 with pseudo-sequence HLA-A26:02. The binding affinity (normalized) is 0.0847. (2) The peptide sequence is MDISTSDIS. The MHC is HLA-A02:06 with pseudo-sequence HLA-A02:06. The binding affinity (normalized) is 0. (3) The peptide sequence is RLWHYPCTT. The MHC is HLA-A02:01 with pseudo-sequence HLA-A02:01. The binding affinity (normalized) is 0.403.